Dataset: Catalyst prediction with 721,799 reactions and 888 catalyst types from USPTO. Task: Predict which catalyst facilitates the given reaction. (1) Reactant: [S:1]1[CH:5]=[C:4]([CH2:6][O:7][C:8]2[N:9]=[CH:10][C:11]([C:14]([O:16]C)=[O:15])=[N:12][CH:13]=2)[N:3]=[CH:2]1.[OH-].[Na+].Cl. Product: [S:1]1[CH:5]=[C:4]([CH2:6][O:7][C:8]2[N:9]=[CH:10][C:11]([C:14]([OH:16])=[O:15])=[N:12][CH:13]=2)[N:3]=[CH:2]1. The catalyst class is: 12. (2) Reactant: C1(P(=O)(C2C=CC=CC=2)C2C=CC=CC=2)C=CC=CC=1.FC(F)(F)S(OS(C(F)(F)F)(=O)=O)(=O)=O.[C:36]([O:42][C:43]1[CH:44]=[C:45]2[C:49](=[C:50]([N+:52]([O-:54])=[O:53])[CH:51]=1)[NH:48][C:47]([C:55]([NH:57][CH2:58][CH:59]([S:65]CC1C=CC=CC=1)[CH:60]([O:63][CH3:64])[O:61][CH3:62])=O)=[CH:46]2)(=[O:41])[C:37]([CH3:40])([CH3:39])[CH3:38].C1(SC)C=CC=CC=1.C(=O)([O-])O.[Na+]. Product: [C:36]([O:42][C:43]1[CH:44]=[C:45]2[C:49](=[C:50]([N+:52]([O-:54])=[O:53])[CH:51]=1)[NH:48][C:47]([C:55]1[S:65][CH:59]([CH:60]([O:61][CH3:62])[O:63][CH3:64])[CH2:58][N:57]=1)=[CH:46]2)(=[O:41])[C:37]([CH3:39])([CH3:38])[CH3:40]. The catalyst class is: 4. (3) Product: [C:21]1([C:7]2([C:1]3[CH:6]=[CH:5][CH:4]=[CH:3][CH:2]=3)[CH2:15][C:14]3[NH:13][N:12]=[C:11]([C:16]([OH:18])=[O:17])[C:10]=3[CH:9]=[CH:8]2)[CH:22]=[CH:23][CH:24]=[CH:25][CH:26]=1. Reactant: [C:1]1([C:7]2([C:21]3[CH:26]=[CH:25][CH:24]=[CH:23][CH:22]=3)[CH2:15][C:14]3[NH:13][N:12]=[C:11]([C:16]([O:18]CC)=[O:17])[C:10]=3[CH:9]=[CH:8]2)[CH:6]=[CH:5][CH:4]=[CH:3][CH:2]=1.Cl. The catalyst class is: 494. (4) Reactant: [C:1]([O:5][C:6]([C:8]1[S:9][C:10](Br)=[CH:11][C:12]=1[NH:13][S:14]([C:17]1[C:18]([CH3:23])=[CH:19][CH:20]=[CH:21][CH:22]=1)(=[O:16])=[O:15])=[O:7])([CH3:4])([CH3:3])[CH3:2].[CH3:25][N:26]([CH3:39])[S:27]([N:30]1[CH:34]=[CH:33][C:32]([Sn](C)(C)C)=[N:31]1)(=[O:29])=[O:28]. Product: [C:1]([O:5][C:6]([C:8]1[S:9][C:10]([C:32]2[CH:33]=[CH:34][N:30]([S:27](=[O:29])(=[O:28])[N:26]([CH3:25])[CH3:39])[N:31]=2)=[CH:11][C:12]=1[NH:13][S:14]([C:17]1[C:18]([CH3:23])=[CH:19][CH:20]=[CH:21][CH:22]=1)(=[O:16])=[O:15])=[O:7])([CH3:4])([CH3:3])[CH3:2]. The catalyst class is: 109. (5) Reactant: [Si:1]([O:8][CH2:9][C@H:10]1[C@H:14]([O:15][CH:16]2[CH2:21][CH2:20][CH2:19][CH2:18][O:17]2)[CH2:13][C@H:12]([OH:22])[C@@H:11]1[CH2:23]/[CH:24]=[CH:25]\[CH2:26][CH2:27][CH2:28][C:29]([O:31][CH3:32])=[O:30])([C:4]([CH3:7])([CH3:6])[CH3:5])([CH3:3])[CH3:2]. Product: [Si:1]([O:8][CH2:9][C@H:10]1[C@H:14]([O:15][CH:16]2[CH2:21][CH2:20][CH2:19][CH2:18][O:17]2)[CH2:13][C@H:12]([OH:22])[C@@H:11]1[CH2:23][CH2:24][CH2:25][CH2:26][CH2:27][CH2:28][C:29]([O:31][CH3:32])=[O:30])([C:4]([CH3:7])([CH3:6])[CH3:5])([CH3:2])[CH3:3]. The catalyst class is: 78. (6) Reactant: C(OC([N:8]1[CH2:13][CH2:12][N:11](C(OC(C)(C)C)=O)[CH2:10][C@@H:9]1[C:21]1[CH:26]=[CH:25][C:24]([N:27]2[CH2:31][CH2:30][C@H:29]([N:32]3[CH2:36][CH2:35][CH2:34][CH2:33]3)[CH2:28]2)=[CH:23][CH:22]=1)=O)(C)(C)C.[ClH:37]. Product: [ClH:37].[ClH:37].[ClH:37].[ClH:37].[N:32]1([C@H:29]2[CH2:30][CH2:31][N:27]([C:24]3[CH:23]=[CH:22][C:21]([C@H:9]4[CH2:10][NH:11][CH2:12][CH2:13][NH:8]4)=[CH:26][CH:25]=3)[CH2:28]2)[CH2:33][CH2:34][CH2:35][CH2:36]1. The catalyst class is: 96. (7) Reactant: [CH3:1][C:2]1[CH:7]=[CH:6][CH:5]=[CH:4][C:3]=1[C:8]1[C:9]([C:17]#[N:18])=[CH:10][CH:11]=[C:12]([CH:14]2[CH2:16][O:15]2)[CH:13]=1.[NH:19]1[CH:23]=[CH:22][N:21]=[CH:20]1.N1C=CC=CC=1. Product: [OH:15][CH:14]([C:12]1[CH:13]=[C:8]([C:3]2[CH:4]=[CH:5][CH:6]=[CH:7][C:2]=2[CH3:1])[C:9]([C:17]#[N:18])=[CH:10][CH:11]=1)[CH2:16][N:19]1[CH:23]=[CH:22][N:21]=[CH:20]1. The catalyst class is: 8.